This data is from Forward reaction prediction with 1.9M reactions from USPTO patents (1976-2016). The task is: Predict the product of the given reaction. Given the reactants [CH2:1]1[C:6]2[NH:7][C:8]3[C:13]([C:5]=2[CH2:4][CH2:3][NH:2]1)=[CH:12][CH:11]=[CH:10][CH:9]=3.F[C:15]1[CH:22]=[CH:21][C:18]([CH:19]=[O:20])=[CH:17][CH:16]=1.[F-].[Cs+], predict the reaction product. The product is: [CH2:1]1[C:6]2[NH:7][C:8]3[C:13](=[CH:12][CH:11]=[CH:10][CH:9]=3)[C:5]=2[CH2:4][CH2:3][N:2]1[C:15]1[CH:22]=[CH:21][C:18]([CH:19]=[O:20])=[CH:17][CH:16]=1.